Predict which catalyst facilitates the given reaction. From a dataset of Catalyst prediction with 721,799 reactions and 888 catalyst types from USPTO. (1) Product: [Br:15][C:8]1[C:9]([O:13][CH3:14])=[C:10]([O:11][CH3:12])[C:3]([O:2][CH3:1])=[CH:4][C:5]=1[CH:6]=[O:7]. The catalyst class is: 408. Reactant: [CH3:1][O:2][C:3]1[CH:4]=[C:5]([CH:8]=[C:9]([O:13][CH3:14])[C:10]=1[O:11][CH3:12])[CH:6]=[O:7].[Br:15]Br. (2) Reactant: [CH3:1][O:2][C:3]1[CH:8]=[CH:7][C:6]([N:9]([CH2:34][C:35]2[CH:36]=[N:37][CH:38]=[CH:39][C:40]=2[CH3:41])[CH:10]2[CH2:15][CH2:14][N:13]([C@H:16]([CH3:33])[CH2:17][CH2:18][NH:19][C:20](=[O:32])[C:21]3[C:29]([CH3:30])=[CH:28][C:24]([C:25](O)=[O:26])=[CH:23][C:22]=3[CH3:31])[CH2:12][CH2:11]2)=[CH:5][CH:4]=1.CCN=C=NCCCN(C)C.C1C=C[C:56]2N(O)N=[N:59][C:57]=2[CH:58]=1.C(N)(C)C.CCN(C(C)C)C(C)C. Product: [CH:57]([NH:59][C:25](=[O:26])[C:24]1[CH:28]=[C:29]([CH3:30])[C:21]([C:20]([NH:19][CH2:18][CH2:17][C@H:16]([N:13]2[CH2:12][CH2:11][CH:10]([N:9]([C:6]3[CH:7]=[CH:8][C:3]([O:2][CH3:1])=[CH:4][CH:5]=3)[CH2:34][C:35]3[CH:36]=[N:37][CH:38]=[CH:39][C:40]=3[CH3:41])[CH2:15][CH2:14]2)[CH3:33])=[O:32])=[C:22]([CH3:31])[CH:23]=1)([CH3:58])[CH3:56]. The catalyst class is: 3. (3) Reactant: [NH2:1][C@@H:2]([C:19]1[CH:24]=[CH:23][CH:22]=[CH:21][CH:20]=1)[C:3]([C:12]1[CH:17]=[CH:16][C:15]([F:18])=[CH:14][CH:13]=1)([C:5]1[CH:10]=[CH:9][C:8]([F:11])=[CH:7][CH:6]=1)[OH:4].[N:25]([CH2:28][C:29]1[CH:34]=[CH:33][C:32]([O:35][CH3:36])=[CH:31][C:30]=1[O:37][CH3:38])=[C:26]=[O:27]. Product: [F:18][C:15]1[CH:16]=[CH:17][C:12]([C:3]([C:5]2[CH:6]=[CH:7][C:8]([F:11])=[CH:9][CH:10]=2)([OH:4])[C@@H:2]([NH:1][C:26]([NH:25][CH2:28][C:29]2[CH:34]=[CH:33][C:32]([O:35][CH3:36])=[CH:31][C:30]=2[O:37][CH3:38])=[O:27])[C:19]2[CH:24]=[CH:23][CH:22]=[CH:21][CH:20]=2)=[CH:13][CH:14]=1. The catalyst class is: 2.